Dataset: NCI-60 drug combinations with 297,098 pairs across 59 cell lines. Task: Regression. Given two drug SMILES strings and cell line genomic features, predict the synergy score measuring deviation from expected non-interaction effect. (1) Drug 1: C1C(C(OC1N2C=NC3=C(N=C(N=C32)Cl)N)CO)O. Drug 2: COC1=C2C(=CC3=C1OC=C3)C=CC(=O)O2. Cell line: SK-MEL-5. Synergy scores: CSS=28.6, Synergy_ZIP=-0.466, Synergy_Bliss=-2.82, Synergy_Loewe=-23.9, Synergy_HSA=-2.55. (2) Drug 1: CNC(=O)C1=CC=CC=C1SC2=CC3=C(C=C2)C(=NN3)C=CC4=CC=CC=N4. Synergy scores: CSS=6.58, Synergy_ZIP=-4.96, Synergy_Bliss=-6.85, Synergy_Loewe=-4.17, Synergy_HSA=-4.14. Cell line: SF-295. Drug 2: C1CC(=O)NC(=O)C1N2CC3=C(C2=O)C=CC=C3N.